Dataset: Full USPTO retrosynthesis dataset with 1.9M reactions from patents (1976-2016). Task: Predict the reactants needed to synthesize the given product. (1) The reactants are: [CH3:1][C:2](O)([CH3:28])[CH2:3][N:4]1[CH2:9][CH2:8][CH:7]([CH2:10][O:11][C:12]2[CH:17]=[CH:16][C:15]([C:18]3[CH:23]=[CH:22][C:21]([S:24]([CH3:27])(=[O:26])=[O:25])=[CH:20][CH:19]=3)=[CH:14][N:13]=2)[CH2:6][CH2:5]1.COCCN(S(F)(F)[F:40])CCOC. Given the product [F:40][C:2]([CH3:28])([CH3:1])[CH2:3][N:4]1[CH2:9][CH2:8][CH:7]([CH2:10][O:11][C:12]2[CH:17]=[CH:16][C:15]([C:18]3[CH:23]=[CH:22][C:21]([S:24]([CH3:27])(=[O:26])=[O:25])=[CH:20][CH:19]=3)=[CH:14][N:13]=2)[CH2:6][CH2:5]1, predict the reactants needed to synthesize it. (2) Given the product [CH3:9][C:10]1[NH:11][C:12](=[O:20])[C:13]2[C:18]([C:19]=1[CH2:7][N:1]1[CH2:6][CH2:5][CH2:4][CH2:3][CH2:2]1)=[CH:17][CH:16]=[CH:15][CH:14]=2, predict the reactants needed to synthesize it. The reactants are: [NH:1]1[CH2:6][CH2:5][CH2:4][CH2:3][CH2:2]1.[CH2:7]=O.[CH3:9][C:10]1[NH:11][C:12](=[O:20])[C:13]2[C:18]([CH:19]=1)=[CH:17][CH:16]=[CH:15][CH:14]=2. (3) Given the product [CH3:1][C:2]1[C:7]([O:8][CH3:9])=[CH:6][CH:5]=[CH:4][C:3]=1[O:10][C:14]1[CH:19]=[CH:18][C:17]([N+:20]([O-:22])=[O:21])=[CH:16][N:15]=1, predict the reactants needed to synthesize it. The reactants are: [CH3:1][C:2]1[C:7]([O:8][CH3:9])=[CH:6][CH:5]=[CH:4][C:3]=1[OH:10].[H-].[Na+].Cl[C:14]1[CH:19]=[CH:18][C:17]([N+:20]([O-:22])=[O:21])=[CH:16][N:15]=1.O. (4) Given the product [F:17][C:18]([F:31])([F:30])[S:19]([O:10][C:3]1[CH:4]=[CH:5][CH:6]=[C:7]([O:8][CH3:9])[C:2]=1[I:1])(=[O:21])=[O:20], predict the reactants needed to synthesize it. The reactants are: [I:1][C:2]1[C:7]([O:8][CH3:9])=[CH:6][CH:5]=[CH:4][C:3]=1[OH:10].N1C=CC=CC=1.[F:17][C:18]([F:31])([F:30])[S:19](O[S:19]([C:18]([F:31])([F:30])[F:17])(=[O:21])=[O:20])(=[O:21])=[O:20].O. (5) Given the product [OH:1][B:2]1[C:6]2[CH:7]=[C:8]([O:12][CH:22]([CH3:24])[CH3:23])[CH:9]=[C:10]([CH3:11])[C:5]=2[CH:4]([CH2:13][C:14]([OH:16])=[O:15])[O:3]1, predict the reactants needed to synthesize it. The reactants are: [OH:1][B:2]1[C:6]2[CH:7]=[C:8]([OH:12])[CH:9]=[C:10]([CH3:11])[C:5]=2[CH:4]([CH2:13][C:14]([O:16]CC)=[O:15])[O:3]1.[H-].[Na+].I[CH:22]([CH3:24])[CH3:23].[OH-].[Li+].Cl. (6) The reactants are: [CH3:1][N:2]1[C:10]2[NH:9][CH:8]=[N:7][C:6]=2[C:5](=[O:11])[NH:4][C:3]1=[O:12].C([O-])(O)=O.[Na+].[Br:18]Br. Given the product [Br:18][C:8]1[NH:9][C:10]2[N:2]([CH3:1])[C:3](=[O:12])[NH:4][C:5](=[O:11])[C:6]=2[N:7]=1, predict the reactants needed to synthesize it. (7) Given the product [Cl:3][C:21]1[N:20]=[CH:19][N:18]=[C:17]2[N:13]([C:8]3[C:7]([Cl:6])=[CH:12][CH:11]=[CH:10][N:9]=3)[N:14]=[CH:15][C:16]=12, predict the reactants needed to synthesize it. The reactants are: P(Cl)(Cl)([Cl:3])=O.[Cl:6][C:7]1[C:8]([N:13]2[C:17]3=[N:18][CH:19]=[N:20][C:21](O)=[C:16]3[CH:15]=[N:14]2)=[N:9][CH:10]=[CH:11][CH:12]=1.